This data is from Reaction yield outcomes from USPTO patents with 853,638 reactions. The task is: Predict the reaction yield, written as a fraction of the theoretical maximum amount of product (1.0 means a 100% yield; for example, 0.34 means a 34% yield). (1) The reactants are ClC(Cl)(Cl)[C:3]([NH:5][C:6]1[CH:7]=[CH:8][CH:9]=[C:10]2[C:15]=1[N:14]=[CH:13][CH:12]=[CH:11]2)=[O:4].[C:18]([C:22]1[CH:31]=[C:30]2[C:25]([CH:26]([NH2:32])[CH2:27][CH2:28][O:29]2)=[CH:24][CH:23]=1)([CH3:21])([CH3:20])[CH3:19].N12CCCN=C1CCCCC2. The catalyst is C(#N)C. The product is [C:18]([C:22]1[CH:31]=[C:30]2[C:25]([CH:26]([NH:32][C:3]([NH:5][C:6]3[CH:7]=[CH:8][CH:9]=[C:10]4[C:15]=3[N:14]=[CH:13][CH:12]=[CH:11]4)=[O:4])[CH2:27][CH2:28][O:29]2)=[CH:24][CH:23]=1)([CH3:21])([CH3:19])[CH3:20]. The yield is 0.140. (2) The reactants are [CH:1]([Si:3]([CH:7]=[CH2:8])([CH:5]=[CH2:6])[Cl:4])=[CH2:2].[Cl:9][Si:10]([Cl:17])([Cl:16])[CH2:11][CH2:12][SiH:13]([Cl:15])[Cl:14]. No catalyst specified. The product is [Cl:14][Si:13]([Cl:15])([CH2:12][CH2:11][Si:10]([Cl:17])([Cl:16])[Cl:9])[CH2:2][CH2:1][Si:3]([CH2:7][CH2:8][Si:13]([Cl:15])([Cl:14])[CH2:12][CH2:11][Si:10]([Cl:17])([Cl:16])[Cl:9])([CH2:5][CH2:6][Si:13]([Cl:15])([Cl:14])[CH2:12][CH2:11][Si:10]([Cl:17])([Cl:16])[Cl:9])[Cl:4]. The yield is 0.660. (3) The reactants are [NH2:1][C:2]1[CH:7]=[CH:6][C:5]([NH2:8])=[CH:4][C:3]=1[S:9]([NH2:12])(=[O:11])=[O:10].N1C=CC=CC=1.[CH3:19][S:20](Cl)(=[O:22])=[O:21]. The catalyst is C(#N)C. The product is [NH2:1][C:2]1[CH:7]=[CH:6][C:5]([NH:8][S:20]([CH3:19])(=[O:22])=[O:21])=[CH:4][C:3]=1[S:9]([NH2:12])(=[O:10])=[O:11]. The yield is 0.702. (4) The reactants are Cl[C:2]1[C:7]([N+:8]([O-:10])=[O:9])=[CH:6][N:5]=[C:4]2[CH:11]=[CH:12][S:13][C:3]=12.[NH2:14][C@H:15]1[CH2:20][CH2:19][C@H:18]([CH2:21][C:22]#[N:23])[C@H:17]([O:24][CH3:25])[CH2:16]1.C(N(CC)C(C)C)(C)C. The catalyst is C(O)(C)C. The product is [CH3:25][O:24][C@@H:17]1[CH2:16][C@@H:15]([NH:14][C:2]2[C:7]([N+:8]([O-:10])=[O:9])=[CH:6][N:5]=[C:4]3[CH:11]=[CH:12][S:13][C:3]=23)[CH2:20][CH2:19][C@@H:18]1[CH2:21][C:22]#[N:23]. The yield is 0.780.